This data is from NCI-60 drug combinations with 297,098 pairs across 59 cell lines. The task is: Regression. Given two drug SMILES strings and cell line genomic features, predict the synergy score measuring deviation from expected non-interaction effect. Drug 1: C1CN(CCN1C(=O)CCBr)C(=O)CCBr. Drug 2: C1CCC(C(C1)N)N.C(=O)(C(=O)[O-])[O-].[Pt+4]. Cell line: NCI-H522. Synergy scores: CSS=35.9, Synergy_ZIP=-11.6, Synergy_Bliss=-3.45, Synergy_Loewe=2.33, Synergy_HSA=3.35.